From a dataset of Full USPTO retrosynthesis dataset with 1.9M reactions from patents (1976-2016). Predict the reactants needed to synthesize the given product. (1) Given the product [NH:11]1[C:9]2=[N:10][C:5]([OH:4])=[CH:6][CH:7]=[C:8]2[CH:13]=[CH:12]1, predict the reactants needed to synthesize it. The reactants are: C([O:4][C:5]1[N:10]=[C:9]2[N:11](C(=O)C)[CH:12]=[CH:13][C:8]2=[CH:7][CH:6]=1)(=O)C.C([O-])([O-])=O.[K+].[K+]. (2) Given the product [F:14][C:4]1[CH:3]=[C:2]([C:17]2[CH:18]=[CH:19][O:15][CH:16]=2)[C:9]([O:10][CH2:11][O:12][CH3:13])=[CH:8][C:5]=1[CH:6]=[O:7], predict the reactants needed to synthesize it. The reactants are: Br[C:2]1[C:9]([O:10][CH2:11][O:12][CH3:13])=[CH:8][C:5]([CH:6]=[O:7])=[C:4]([F:14])[CH:3]=1.[O:15]1[CH:19]=[CH:18][C:17](B(O)O)=[CH:16]1.C([O-])([O-])=O.[Cs+].[Cs+]. (3) Given the product [CH3:43][C:23]([CH3:22])([O:25][C:26]([NH:28][C@@H:29]([CH2:35][C:36]1[CH:37]=[CH:38][C:39]([O:12][S:9]([C:8]([F:21])([F:20])[F:7])(=[O:11])=[O:10])=[CH:40][CH:41]=1)[C:30]([O:32][CH2:33][CH3:34])=[O:31])=[O:27])[CH3:24], predict the reactants needed to synthesize it. The reactants are: N1C=CC=CC=1.[F:7][C:8]([F:21])([F:20])[S:9]([O:12]S(C(F)(F)F)(=O)=O)(=[O:11])=[O:10].[CH3:22][C:23]([CH3:43])([O:25][C:26]([NH:28][C@@H:29]([CH2:35][C:36]1[CH:41]=[CH:40][C:39](O)=[CH:38][CH:37]=1)[C:30]([O:32][CH2:33][CH3:34])=[O:31])=[O:27])[CH3:24].O. (4) Given the product [CH3:1][C:2]1([CH3:45])[C@@H:5]([C:6]2[O:7][C:8]([CH3:11])=[N:9][N:10]=2)[CH2:4][C@H:3]1[NH:12][C:13]([C@:15]12[CH2:41][CH2:40][C@@H:39]([C:42]([CH3:44])=[CH2:43])[C@@H:16]1[C@@H:17]1[C@@:30]([CH3:33])([CH2:31][CH2:32]2)[C@@:29]2([CH3:34])[C@@H:20]([C@:21]3([CH3:38])[C@@H:26]([CH2:27][CH2:28]2)[C:25]([CH3:35])([CH3:36])[C@@H:24]([O:37][C:51](=[O:53])[CH2:52][C:47]([CH3:54])([CH3:46])[C:48]([OH:50])=[O:49])[CH2:23][CH2:22]3)[CH2:19][CH2:18]1)=[O:14], predict the reactants needed to synthesize it. The reactants are: [CH3:1][C:2]1([CH3:45])[C@@H:5]([C:6]2[O:7][C:8]([CH3:11])=[N:9][N:10]=2)[CH2:4][C@H:3]1[NH:12][C:13]([C@:15]12[CH2:41][CH2:40][C@@H:39]([C:42]([CH3:44])=[CH2:43])[C@@H:16]1[C@@H:17]1[C@@:30]([CH3:33])([CH2:31][CH2:32]2)[C@@:29]2([CH3:34])[C@@H:20]([C@:21]3([CH3:38])[C@@H:26]([CH2:27][CH2:28]2)[C:25]([CH3:36])([CH3:35])[C@@H:24]([OH:37])[CH2:23][CH2:22]3)[CH2:19][CH2:18]1)=[O:14].[CH3:46][C:47]1([CH3:54])[CH2:52][C:51](=[O:53])[O:50][C:48]1=[O:49].C1(C)C=CC=CC=1. (5) The reactants are: C[O:2][C:3](=O)[CH:4]([C:11]1[N:12]([C:20]2[CH:25]=[CH:24][C:23]([Cl:26])=[CH:22][CH:21]=2)[N:13]=[C:14]2[C:19]=1[CH2:18][CH2:17][CH2:16][CH2:15]2)[CH:5]1[CH2:10][CH2:9][CH2:8][CH2:7][CH2:6]1.[Li+].C[Si]([N-][Si](C)(C)C)(C)C.[NH2:38][C:39]1[CH:46]=[CH:45][C:42]([C:43]#[N:44])=[CH:41][C:40]=1[F:47]. Given the product [Cl:26][C:23]1[CH:24]=[CH:25][C:20]([N:12]2[C:11]([CH:4]([CH:5]3[CH2:10][CH2:9][CH2:8][CH2:7][CH2:6]3)[C:3]([NH:38][C:39]3[CH:46]=[CH:45][C:42]([C:43]#[N:44])=[CH:41][C:40]=3[F:47])=[O:2])=[C:19]3[C:14]([CH2:15][CH2:16][CH2:17][CH2:18]3)=[N:13]2)=[CH:21][CH:22]=1, predict the reactants needed to synthesize it.